Dataset: Full USPTO retrosynthesis dataset with 1.9M reactions from patents (1976-2016). Task: Predict the reactants needed to synthesize the given product. (1) Given the product [CH3:15][NH:16][C:17]([C:19]1[CH:24]=[C:23]([O:14][C:10]2[CH:11]=[CH:12][CH:13]=[C:8]([NH2:7])[CH:9]=2)[CH:22]=[CH:21][N:20]=1)=[O:18], predict the reactants needed to synthesize it. The reactants are: CC(C)([O-])C.[K+].[NH2:7][C:8]1[CH:9]=[C:10]([OH:14])[CH:11]=[CH:12][CH:13]=1.[CH3:15][NH:16][C:17]([C:19]1[CH:24]=[C:23](Cl)[CH:22]=[CH:21][N:20]=1)=[O:18].O. (2) The reactants are: [NH2:1][NH:2][C:3]([C:5]1[C:10]([C:11]([F:14])([F:13])[F:12])=[CH:9][CH:8]=[CH:7][N:6]=1)=[NH:4].[OH:15][C:16]1[CH:25]=[CH:24][C:23]2[C:18](=[CH:19][CH:20]=[CH:21][CH:22]=2)[C:17]=1[CH:26]=O. Given the product [F:14][C:11]([F:12])([F:13])[C:10]1[C:5]([C:3]2[N:4]=[C:26]([C:17]3[C:18]4[C:23](=[CH:22][CH:21]=[CH:20][CH:19]=4)[CH:24]=[CH:25][C:16]=3[OH:15])[NH:1][N:2]=2)=[N:6][CH:7]=[CH:8][CH:9]=1, predict the reactants needed to synthesize it. (3) Given the product [F:23][C:24]1[CH:32]=[CH:31][C:27]([C:28]([C:22]2[CH:21]=[C:6]([O:7][C:8]3[C:16]([CH3:17])=[CH:15][C:14]([N+:18]([O-:20])=[O:19])=[C:13]4[C:9]=3[CH2:10][CH2:11][CH2:12]4)[CH:5]=[CH:4][C:3]=2[O:2][CH3:1])=[O:29])=[CH:26][CH:25]=1, predict the reactants needed to synthesize it. The reactants are: [CH3:1][O:2][C:3]1[CH:22]=[CH:21][C:6]([O:7][C:8]2[C:16]([CH3:17])=[CH:15][C:14]([N+:18]([O-:20])=[O:19])=[C:13]3[C:9]=2[CH2:10][CH2:11][CH2:12]3)=[CH:5][CH:4]=1.[F:23][C:24]1[CH:32]=[CH:31][C:27]([C:28](Cl)=[O:29])=[CH:26][CH:25]=1. (4) Given the product [CH3:1][O:2][C:3](=[O:16])[CH2:4][C:5]1[CH:6]=[C:7]([O:14][CH3:15])[C:8]([O:13][CH2:4][C:5]2[CH:10]=[CH:9][CH:8]=[CH:7][CH:6]=2)=[C:9]([O:11][CH3:12])[CH:10]=1, predict the reactants needed to synthesize it. The reactants are: [CH3:1][O:2][C:3](=[O:16])[CH2:4][C:5]1[CH:10]=[C:9]([O:11][CH3:12])[C:8]([OH:13])=[C:7]([O:14][CH3:15])[CH:6]=1.C(=O)([O-])[O-].[K+].[K+].[I-].[K+]. (5) Given the product [C:1]([N:5]1[C:14]2[C:9](=[CH:10][C:11]([I:15])=[CH:12][CH:13]=2)[C:8](=[O:16])[C:7]([C:17]([OH:19])=[O:18])=[CH:6]1)([CH3:4])([CH3:2])[CH3:3], predict the reactants needed to synthesize it. The reactants are: [C:1]([N:5]1[C:14]2[C:9](=[CH:10][C:11]([I:15])=[CH:12][CH:13]=2)[C:8](=[O:16])[C:7]([C:17]([O:19]CC)=[O:18])=[CH:6]1)([CH3:4])([CH3:3])[CH3:2].[OH-].[Na+].